This data is from Reaction yield outcomes from USPTO patents with 853,638 reactions. The task is: Predict the reaction yield, written as a fraction of the theoretical maximum amount of product (1.0 means a 100% yield; for example, 0.34 means a 34% yield). (1) The reactants are [CH3:1][S:2]([N:5]1[C:9]2[N:10]=[C:11]([N:39]3[CH2:44][CH2:43][O:42][CH2:41][CH2:40]3)[N:12]=[C:13]([C:14]3[CH:15]=[N:16][C:17]([N:20]([CH2:30][C:31]4[CH:36]=[CH:35][C:34]([O:37][CH3:38])=[CH:33][CH:32]=4)[CH2:21][C:22]4[CH:27]=[CH:26][C:25]([O:28][CH3:29])=[CH:24][CH:23]=4)=[N:18][CH:19]=3)[C:8]=2[CH2:7][CH2:6]1)(=[O:4])=[O:3].C(C1C(=O)C(Cl)=C(Cl)C(=O)C=1C#N)#N.[Cl-].[Na+]. The catalyst is ClCCl. The product is [CH3:1][S:2]([N:5]1[C:9]2[N:10]=[C:11]([N:39]3[CH2:40][CH2:41][O:42][CH2:43][CH2:44]3)[N:12]=[C:13]([C:14]3[CH:15]=[N:16][C:17]([N:20]([CH2:21][C:22]4[CH:27]=[CH:26][C:25]([O:28][CH3:29])=[CH:24][CH:23]=4)[CH2:30][C:31]4[CH:36]=[CH:35][C:34]([O:37][CH3:38])=[CH:33][CH:32]=4)=[N:18][CH:19]=3)[C:8]=2[CH:7]=[CH:6]1)(=[O:4])=[O:3]. The yield is 0.840. (2) The reactants are [CH3:1][N:2]1[CH:6]=[CH:5][CH:4]=[CH:3]1.CN(CCN(C)C)C.[Li]CCCC.[Sn](Cl)(C)(C)C.Br[C:26]1[CH:27]=[C:28]([CH:31]=[CH:32][CH:33]=1)[CH:29]=[O:30].[F-].[K+]. The catalyst is CCOCC.C1COCC1.Cl[Pd](Cl)([P](C1C=CC=CC=1)(C1C=CC=CC=1)C1C=CC=CC=1)[P](C1C=CC=CC=1)(C1C=CC=CC=1)C1C=CC=CC=1.C(OCC)(=O)C.O1CCOCC1. The product is [CH3:1][N:2]1[CH:6]=[CH:5][CH:4]=[C:3]1[C:26]1[CH:27]=[C:28]([CH:31]=[CH:32][CH:33]=1)[CH:29]=[O:30]. The yield is 0.240.